Task: Predict which catalyst facilitates the given reaction.. Dataset: Catalyst prediction with 721,799 reactions and 888 catalyst types from USPTO (1) Reactant: [N+:1]([C:4]1[CH:9]=[CH:8][C:7]([C:10]2[S:11][CH:12]=[C:13]([C:15]([O:17][CH2:18][CH3:19])=[O:16])[N:14]=2)=[CH:6][CH:5]=1)([O-])=O.C([O-])=O.[NH4+]. Product: [NH2:1][C:4]1[CH:5]=[CH:6][C:7]([C:10]2[S:11][CH:12]=[C:13]([C:15]([O:17][CH2:18][CH3:19])=[O:16])[N:14]=2)=[CH:8][CH:9]=1. The catalyst class is: 29. (2) Reactant: [CH:1]([C:3]1[CH:19]=[C:18]([C:20]([F:23])([F:22])[F:21])[CH:17]=[CH:16][C:4]=1[O:5][C:6]1[CH:7]=[C:8]([CH2:12][C:13]([OH:15])=[O:14])[CH:9]=[CH:10][CH:11]=1)=O.[CH3:24][C@H:25]([NH2:34])[C@H:26]([OH:33])[C:27]1[CH:32]=[CH:31][CH:30]=[CH:29][CH:28]=1.C(O[BH-](OC(=O)C)OC(=O)C)(=O)C.[Na+]. Product: [OH:33][C@H:26]([C:27]1[CH:28]=[CH:29][CH:30]=[CH:31][CH:32]=1)[C@@H:25]([NH:34][CH2:1][C:3]1[CH:19]=[C:18]([C:20]([F:21])([F:22])[F:23])[CH:17]=[CH:16][C:4]=1[O:5][C:6]1[CH:7]=[C:8]([CH2:12][C:13]([OH:15])=[O:14])[CH:9]=[CH:10][CH:11]=1)[CH3:24]. The catalyst class is: 2. (3) Reactant: [C:1]([O:8][CH3:9])(=[O:7])[CH2:2][C:3]([O:5][CH3:6])=[O:4].O1CCCC1.[H-].[Na+].[CH:17]([C:21]1[C:22](S(C)(=O)=O)=[N:23][C:24]([N:34]2[CH:38]=[CH:37][CH:36]=[N:35]2)=[N:25][C:26]=1[N:27]1[CH2:32][CH2:31][CH:30]([CH3:33])[CH2:29][CH2:28]1)([CH2:19][CH3:20])[CH3:18]. Product: [CH:17]([C:21]1[C:22]([CH:2]([C:1]([O:8][CH3:9])=[O:7])[C:3]([O:5][CH3:6])=[O:4])=[N:23][C:24]([N:34]2[CH:38]=[CH:37][CH:36]=[N:35]2)=[N:25][C:26]=1[N:27]1[CH2:28][CH2:29][CH:30]([CH3:33])[CH2:31][CH2:32]1)([CH2:19][CH3:20])[CH3:18]. The catalyst class is: 6. (4) Reactant: [F:1][C:2]1[CH:7]=[CH:6][CH:5]=[CH:4][C:3]=1[OH:8].C(=O)([O-])[O-].[Cs+].[Cs+].C(=O)(O)[O-].[Na+].Cl[C:21]1[N:26]=[C:25]2[O:27][C:28]([C:30]3[CH:35]=[C:34]([CH3:36])[C:33]([O:37][CH3:38])=[C:32]([CH3:39])[CH:31]=3)=[N:29][C:24]2=[CH:23][CH:22]=1. Product: [F:1][C:2]1[CH:7]=[CH:6][CH:5]=[CH:4][C:3]=1[O:8][C:21]1[N:26]=[C:25]2[O:27][C:28]([C:30]3[CH:35]=[C:34]([CH3:36])[C:33]([O:37][CH3:38])=[C:32]([CH3:39])[CH:31]=3)=[N:29][C:24]2=[CH:23][CH:22]=1. The catalyst class is: 9. (5) Reactant: [OH:1][C@@H:2]1[CH2:6][CH2:5][N:4]([C:7]([O:9][C:10]([CH3:13])([CH3:12])[CH3:11])=[O:8])[CH2:3]1.O[C:15]1[CH:30]=[CH:29][C:18]([C:19]([O:21][CH2:22][C:23]2[CH:28]=[CH:27][CH:26]=[CH:25][CH:24]=2)=[O:20])=[CH:17][CH:16]=1.N(/C(OC(C)C)=O)=N\C(OC(C)C)=O. Product: [CH2:22]([O:21][C:19]([C:18]1[CH:29]=[CH:30][C:15]([O:1][C@H:2]2[CH2:6][CH2:5][N:4]([C:7]([O:9][C:10]([CH3:13])([CH3:12])[CH3:11])=[O:8])[CH2:3]2)=[CH:16][CH:17]=1)=[O:20])[C:23]1[CH:24]=[CH:25][CH:26]=[CH:27][CH:28]=1. The catalyst class is: 7.